Dataset: Reaction yield outcomes from USPTO patents with 853,638 reactions. Task: Predict the reaction yield, written as a fraction of the theoretical maximum amount of product (1.0 means a 100% yield; for example, 0.34 means a 34% yield). (1) The reactants are [F:1][C:2]([F:24])([F:23])[C:3]1[CH:4]=[C:5]([C:13]2[N:17]=[CH:16][N:15](/[CH:18]=[CH:19]\[C:20]([OH:22])=O)[N:14]=2)[CH:6]=[C:7]([C:9]([F:12])([F:11])[F:10])[CH:8]=1.[CH3:25][CH:26]1[N:31]([CH2:32][C:33]([NH:35][NH2:36])=[O:34])[CH:30]([CH3:37])[CH2:29][O:28][CH2:27]1.C(P1(=O)OP(CCC)(=O)OP(CCC)(=O)O1)CC.CCN(C(C)C)C(C)C. The catalyst is C1COCC1.O. The product is [F:1][C:2]([F:24])([F:23])[C:3]1[CH:4]=[C:5]([C:13]2[N:17]=[CH:16][N:15](/[CH:18]=[CH:19]\[C:20]([N:35]([C:33](=[O:34])[CH2:32][N:31]3[CH:26]([CH3:25])[CH2:27][O:28][CH2:29][CH:30]3[CH3:37])[NH2:36])=[O:22])[N:14]=2)[CH:6]=[C:7]([C:9]([F:11])([F:12])[F:10])[CH:8]=1. The yield is 0.0700. (2) The product is [CH3:1][O:2][C:3]1[CH:4]=[C:5]([CH:6]2[NH:14][CH2:15][CH2:16][S:17]2)[CH:8]=[CH:9][C:10]=1[O:11][CH3:12]. The reactants are [CH3:1][O:2][C:3]1[CH:4]=[C:5]([CH:8]=[CH:9][C:10]=1[O:11][CH3:12])[CH:6]=O.Cl.[NH2:14][CH2:15][CH2:16][SH:17]. The catalyst is C(O)C.O. The yield is 0.660. (3) The yield is 0.850. The product is [CH3:13][O:12][C:8]1[C:9]([O:10][CH3:11])=[CH:2][C:3]([CH:4]=[O:5])=[C:6]([C:19]2[CH:20]=[CH:21][C:16]([S:15][CH3:14])=[CH:17][CH:18]=2)[CH:7]=1. The catalyst is C1(C)C=CC=CC=1.O. The reactants are Br[C:2]1[C:9]([O:10][CH3:11])=[C:8]([O:12][CH3:13])[CH:7]=[CH:6][C:3]=1[CH:4]=[O:5].[CH3:14][S:15][C:16]1[CH:21]=[CH:20][C:19](B(O)O)=[CH:18][CH:17]=1.C(=O)([O-])[O-].[Na+].[Na+].C(O)C. (4) The reactants are [NH2:1][C:2]1[CH:10]=[C:9]([O:11][CH3:12])[CH:8]=[C:7]([O:13][CH3:14])[C:3]=1[C:4]([NH2:6])=[O:5].[N:15]1([C:21]2[CH:28]=[CH:27][C:24]([CH:25]=O)=[CH:23][CH:22]=2)[CH2:20][CH2:19][O:18][CH2:17][CH2:16]1.S([O-])(O)=O.[Na+].C1(C)C=CC(S(O)(=O)=O)=CC=1. The catalyst is CN(C)C(=O)C.O. The product is [CH3:14][O:13][C:7]1[CH:8]=[C:9]([O:11][CH3:12])[CH:10]=[C:2]2[C:3]=1[C:4](=[O:5])[NH:6][C:25]([C:24]1[CH:23]=[CH:22][C:21]([N:15]3[CH2:20][CH2:19][O:18][CH2:17][CH2:16]3)=[CH:28][CH:27]=1)=[N:1]2. The yield is 0.390. (5) The reactants are [OH:1][C@@:2]12[CH2:21][C@@H:20]([O:22][CH2:23][O:24][CH3:25])[CH2:19][C@H:12]3[O:13][C:14]([CH3:18])([CH3:17])[O:15][CH2:16][C@@:11]13[CH:10]1[CH:5]([C@@:6]3([O:46][CH2:47][O:48][CH3:49])[CH2:32][CH2:31][C@H:30]([CH2:33]OS(C4C=CC(C)=CC=4)(=O)=O)[C@@:7]3([CH3:45])[CH2:8][C@H:9]1[O:26][CH2:27][O:28][CH3:29])[CH2:4][CH2:3]2.[N-:50]=[N+:51]=[N-:52].[Na+]. The catalyst is CS(C)=O.O. The product is [N:50]([CH2:33][C@@H:30]1[C@@:7]2([CH3:45])[CH2:8][C@@H:9]([O:26][CH2:27][O:28][CH3:29])[CH:10]3[C@:11]45[C@@:2]([OH:1])([CH2:21][C@@H:20]([O:22][CH2:23][O:24][CH3:25])[CH2:19][C@H:12]4[O:13][C:14]([CH3:17])([CH3:18])[O:15][CH2:16]5)[CH2:3][CH2:4][CH:5]3[C@@:6]2([O:46][CH2:47][O:48][CH3:49])[CH2:32][CH2:31]1)=[N+:51]=[N-:52]. The yield is 0.700. (6) The reactants are [NH2:1][C:2]1[CH:3]=[C:4]([CH:17]=[CH:18][CH:19]=1)[O:5][C:6]1[C:15]2[N:14]=[CH:13][C:12](=[O:16])[NH:11][C:10]=2[N:9]=[CH:8][CH:7]=1.C(N(C(C)C)CC)(C)C.[F:29][C:30]([F:42])([F:41])[O:31][C:32]1[CH:33]=[C:34]([CH:38]=[CH:39][CH:40]=1)[C:35](Cl)=[O:36]. The product is [O:16]=[C:12]1[NH:11][C:10]2[N:9]=[CH:8][CH:7]=[C:6]([O:5][C:4]3[CH:3]=[C:2]([NH:1][C:35](=[O:36])[C:34]4[CH:38]=[CH:39][CH:40]=[C:32]([O:31][C:30]([F:29])([F:41])[F:42])[CH:33]=4)[CH:19]=[CH:18][CH:17]=3)[C:15]=2[N:14]=[CH:13]1. The yield is 0.600. The catalyst is C1COCC1. (7) The reactants are [Br:1][C:2]1[CH:11]=[CH:10][C:5]2=[N+:6]([O-])[O:7][N:8]=[C:4]2[CH:3]=1.P(OCC)(OCC)OCC. The catalyst is C(O)C.CCCCCC. The product is [Br:1][C:2]1[CH:11]=[CH:10][C:5]2=[N:6][O:7][N:8]=[C:4]2[CH:3]=1. The yield is 0.710. (8) The reactants are [CH3:1][C:2]1[CH:7]=[CH:6][N:5]=[C:4]([NH:8][C:9](=[O:14])[C:10]([CH3:13])([CH3:12])[CH3:11])[CH:3]=1.[OH:15]O. The catalyst is CC(O)=O. The product is [CH3:1][C:2]1[CH:7]=[CH:6][N+:5]([O-:15])=[C:4]([NH:8][C:9](=[O:14])[C:10]([CH3:11])([CH3:13])[CH3:12])[CH:3]=1. The yield is 0.770. (9) The reactants are [Cl:1][C:2]1[CH:9]=[CH:8][C:5]([CH2:6][NH2:7])=[CH:4][CH:3]=1.F[C:11]1[CH:19]=[N:18][CH:17]=[CH:16][C:12]=1[C:13]([OH:15])=[O:14]. No catalyst specified. The product is [Cl:1][C:2]1[CH:9]=[CH:8][C:5]([CH2:6][NH:7][C:16]2[CH:17]=[N:18][CH:19]=[CH:11][C:12]=2[C:13]([OH:15])=[O:14])=[CH:4][CH:3]=1. The yield is 0.320.